Dataset: Forward reaction prediction with 1.9M reactions from USPTO patents (1976-2016). Task: Predict the product of the given reaction. (1) Given the reactants Br[C:2]1[C:3]([N:22]2[CH2:26][CH2:25][C@@H:24]([OH:27])[CH2:23]2)=[N:4][CH:5]=[C:6]([CH:21]=1)[C:7]([NH:9][C:10]1[CH:15]=[CH:14][C:13]([O:16][C:17]([Cl:20])([F:19])[F:18])=[CH:12][CH:11]=1)=[O:8].[F:28][C:29]1[C:34](B(O)O)=[CH:33][CH:32]=[CH:31][N:30]=1, predict the reaction product. The product is: [Cl:20][C:17]([F:19])([F:18])[O:16][C:13]1[CH:14]=[CH:15][C:10]([NH:9][C:7]([C:6]2[CH:21]=[C:2]([C:34]3[C:29]([F:28])=[N:30][CH:31]=[CH:32][CH:33]=3)[C:3]([N:22]3[CH2:26][CH2:25][C@@H:24]([OH:27])[CH2:23]3)=[N:4][CH:5]=2)=[O:8])=[CH:11][CH:12]=1. (2) Given the reactants [O:1]1[C:5]2([CH2:10][CH2:9][C:8]([C:11]3[C:19]4[C:14](=[CH:15][CH:16]=[C:17]([F:20])[CH:18]=4)[NH:13][CH:12]=3)=[CH:7][CH2:6]2)[O:4][CH2:3][CH2:2]1, predict the reaction product. The product is: [O:4]1[C:5]2([CH2:6][CH2:7][CH:8]([C:11]3[C:19]4[C:14](=[CH:15][CH:16]=[C:17]([F:20])[CH:18]=4)[NH:13][CH:12]=3)[CH2:9][CH2:10]2)[O:1][CH2:2][CH2:3]1. (3) Given the reactants [Cl:1][C:2]1[CH:13]=[CH:12][C:5]([C:6](N(OC)C)=[O:7])=[CH:4][N:3]=1.[CH2:14]([Mg]Cl)[CH3:15].CCOCC.[Cl-].[NH4+], predict the reaction product. The product is: [Cl:1][C:2]1[N:3]=[CH:4][C:5]([C:6](=[O:7])[CH2:14][CH3:15])=[CH:12][CH:13]=1. (4) Given the reactants [CH3:1][O:2][C:3]1[CH:12]=[CH:11][C:10]([CH2:13][NH:14][S:15]([CH3:18])(=[O:17])=[O:16])=[CH:9][C:4]=1[C:5]([O:7]C)=[O:6].[Li+].[OH-].CCOC(C)=O.Cl, predict the reaction product. The product is: [CH3:1][O:2][C:3]1[CH:12]=[CH:11][C:10]([CH2:13][NH:14][S:15]([CH3:18])(=[O:17])=[O:16])=[CH:9][C:4]=1[C:5]([OH:7])=[O:6]. (5) Given the reactants [CH3:1][C:2]([CH3:9])=[CH:3][CH2:4][CH2:5][C:6](=O)[CH3:7].[CH2:10]([C:17]#[N:18])[C:11]1[CH:16]=[CH:15][CH:14]=[CH:13][CH:12]=1.[OH-].[K+].CO, predict the reaction product. The product is: [CH3:7][C:6]([CH2:5][CH2:4][CH:3]=[C:2]([CH3:9])[CH3:1])=[C:10]([C:11]1[CH:16]=[CH:15][CH:14]=[CH:13][CH:12]=1)[C:17]#[N:18]. (6) Given the reactants Cl.Cl[CH2:3][CH2:4][NH:5][CH2:6][CH2:7]Cl.[C:9](=O)([O-])[O-].[Na+].[Na+].[Br:15][C:16]1[CH:17]=[N:18][C:19]2[C:24]([CH:25]=1)=[CH:23][CH:22]=[CH:21][C:20]=2[NH2:26], predict the reaction product. The product is: [Br:15][C:16]1[CH:17]=[N:18][C:19]2[C:24]([CH:25]=1)=[CH:23][CH:22]=[CH:21][C:20]=2[N:26]1[CH2:7][CH2:6][N:5]([CH3:9])[CH2:4][CH2:3]1. (7) The product is: [CH3:25][C:20]1[O:21][C:22]([CH3:24])=[CH:23][C:19]=1[C:17]1[N:9]([C:6]2[CH:7]=[CH:8][C:3]([O:2][CH3:1])=[CH:4][CH:5]=2)[C:10]2[CH:15]=[CH:14][CH:13]=[CH:12][C:11]=2[N:16]=1. Given the reactants [CH3:1][O:2][C:3]1[CH:8]=[CH:7][C:6]([NH:9][C:10]2[CH:15]=[CH:14][CH:13]=[CH:12][C:11]=2[NH:16][C:17]([C:19]2[CH:23]=[C:22]([CH3:24])[O:21][C:20]=2[CH3:25])=O)=[CH:5][CH:4]=1, predict the reaction product.